Predict the product of the given reaction. From a dataset of Forward reaction prediction with 1.9M reactions from USPTO patents (1976-2016). (1) Given the reactants [Cl:1][C:2]1[CH:7]=[CH:6][C:5]([N:8]([C@H:12]2[C:21]3[C:16](=[CH:17][CH:18]=[CH:19][CH:20]=3)[N:15]([C:22](=[O:30])[C:23]3[CH:28]=[CH:27][C:26](O)=[CH:25][CH:24]=3)[C@@H:14]([CH3:31])[CH2:13]2)[C:9](=[O:11])[CH3:10])=[CH:4][CH:3]=1.C([O-])([O-])=[O:33].[K+].[K+].[CH3:38][O:39][C:40](=[O:48])[C:41]([CH3:47])([CH3:46])[CH2:42][CH2:43][CH2:44]Br, predict the reaction product. The product is: [CH3:38][O:39][C:40](=[O:48])[C:41]([CH3:47])([CH3:46])[CH2:42][CH:43]([O:33][C:24]1[CH:25]=[CH:26][CH:27]=[CH:28][C:23]=1[C:22]([N:15]1[C:16]2[C:21](=[CH:20][CH:19]=[CH:18][CH:17]=2)[CH:12]([N:8]([C:9](=[O:11])[CH3:10])[C:5]2[CH:4]=[CH:3][C:2]([Cl:1])=[CH:7][CH:6]=2)[CH2:13][CH:14]1[CH3:31])=[O:30])[CH3:44]. (2) The product is: [Cl:8][C:6]1[CH:7]=[C:2]([N:13]2[CH:14]=[C:10]([Cl:9])[N:11]=[CH:12]2)[N:3]=[CH:4][N:5]=1. Given the reactants Cl[C:2]1[CH:7]=[C:6]([Cl:8])[N:5]=[CH:4][N:3]=1.[Cl:9][C:10]1[N:11]=[CH:12][NH:13][CH:14]=1.C(=O)([O-])[O-].[Cs+].[Cs+].O, predict the reaction product. (3) Given the reactants Cl[C:2]1[N:7]=[C:6]([Cl:8])[N:5]=[CH:4][N:3]=1.[CH3:9][O:10][C:11]1[CH:12]=[C:13]([CH:15]=[CH:16][C:17]=1[N:18]1[CH2:23][CH2:22][N:21]([CH:24]2[CH2:27][O:26][CH2:25]2)[CH2:20][CH2:19]1)[NH2:14], predict the reaction product. The product is: [Cl:8][C:6]1[N:5]=[CH:4][N:3]=[C:2]([NH:14][C:13]2[CH:15]=[CH:16][C:17]([N:18]3[CH2:19][CH2:20][N:21]([CH:24]4[CH2:25][O:26][CH2:27]4)[CH2:22][CH2:23]3)=[C:11]([O:10][CH3:9])[CH:12]=2)[N:7]=1. (4) Given the reactants C(O[C:6]([N:8]1[CH2:13][CH2:12][CH:11]([N:14]([CH2:19][C:20]2[CH:25]=[CH:24][CH:23]=[CH:22][CH:21]=2)[CH2:15][CH2:16][O:17][CH3:18])[CH2:10][CH2:9]1)=O)(C)(C)C.[Cl:26][C:27]1[N:28]=[C:29]([N:38]2[CH2:43][CH2:42][O:41][CH2:40][CH2:39]2)[C:30]2[S:35][C:34](C=O)=[CH:33][C:31]=2[N:32]=1, predict the reaction product. The product is: [CH2:19]([N:14]([CH:11]1[CH2:10][CH2:9][N:8]([CH2:6][C:34]2[S:35][C:30]3[C:29]([N:38]4[CH2:43][CH2:42][O:41][CH2:40][CH2:39]4)=[N:28][C:27]([Cl:26])=[N:32][C:31]=3[CH:33]=2)[CH2:13][CH2:12]1)[CH2:15][CH2:16][O:17][CH3:18])[C:20]1[CH:21]=[CH:22][CH:23]=[CH:24][CH:25]=1. (5) Given the reactants [Br:1][C:2]1[CH:7]=[CH:6][CH:5]=[CH:4][C:3]=1[CH2:8][C:9]([OH:11])=[O:10].[C:12](Cl)(=O)C(Cl)=O.ClCCl, predict the reaction product. The product is: [Br:1][C:2]1[CH:7]=[CH:6][CH:5]=[CH:4][C:3]=1[CH2:8][C:9]([O:11][CH3:12])=[O:10]. (6) Given the reactants [NH2:1][C:2]1[C:3]([C:12]([NH:14][C@@H:15]([CH:20]2[CH2:25][CH2:24][CH2:23][CH2:22][CH2:21]2)[C:16]([O:18][CH3:19])=[O:17])=[O:13])=[CH:4][C:5]2[C:10]([CH:11]=1)=[CH:9][CH:8]=[CH:7][CH:6]=2.C(N(CC)CC)C.[N:33]([C:36]1[CH:41]=[C:40]([C:42]([F:45])([F:44])[F:43])[CH:39]=[C:38]([C:46]([F:49])([F:48])[F:47])[CH:37]=1)=[C:34]=[O:35], predict the reaction product. The product is: [F:43][C:42]([F:44])([F:45])[C:40]1[CH:41]=[C:36]([NH:33][C:34]([NH:1][C:2]2[C:3]([C:12]([NH:14][C@@H:15]([CH:20]3[CH2:25][CH2:24][CH2:23][CH2:22][CH2:21]3)[C:16]([O:18][CH3:19])=[O:17])=[O:13])=[CH:4][C:5]3[C:10]([CH:11]=2)=[CH:9][CH:8]=[CH:7][CH:6]=3)=[O:35])[CH:37]=[C:38]([C:46]([F:49])([F:47])[F:48])[CH:39]=1. (7) Given the reactants C(Cl)(=O)C(Cl)=O.CS(C)=O.[Cl:11][C:12]1[CH:17]=[CH:16][C:15]([N:18]2[CH2:23][CH2:22][C:21]([CH2:25][OH:26])([CH3:24])[CH2:20][CH2:19]2)=[CH:14][C:13]=1[O:27][CH3:28].C(N(CC)CC)C, predict the reaction product. The product is: [Cl:11][C:12]1[CH:17]=[CH:16][C:15]([N:18]2[CH2:19][CH2:20][C:21]([CH3:24])([CH:25]=[O:26])[CH2:22][CH2:23]2)=[CH:14][C:13]=1[O:27][CH3:28]. (8) Given the reactants [CH3:1][S:2]([OH:5])(=[O:4])=[O:3].[CH3:6][C:7]1[CH:8]=[CH:9][C:10]([NH:26][C:27]([C:29]2[CH:30]=[CH:31][C:32]([CH2:35][N:36]3[CH2:41][CH2:40][N:39]([CH3:42])[CH2:38][CH2:37]3)=[CH:33][CH:34]=2)=[O:28])=[CH:11][C:12]=1[NH:13][C:14]1[N:15]=[CH:16][CH:17]=[C:18]([C:20]2[CH:21]=[CH:22][CH:23]=[N:24][CH:25]=2)[N:19]=1.C(O)(C)C.C(OCC)(=O)C, predict the reaction product. The product is: [CH3:6][C:7]1[CH:8]=[CH:9][C:10]([NH:26][C:27]([C:29]2[CH:34]=[CH:33][C:32]([CH2:35][N:36]3[CH2:37][CH2:38][N:39]([CH3:42])[CH2:40][CH2:41]3)=[CH:31][CH:30]=2)=[O:28])=[CH:11][C:12]=1[NH:13][C:14]1[N:19]=[C:18]([C:20]2[CH:21]=[CH:22][CH:23]=[N:24][CH:25]=2)[CH:17]=[CH:16][N:15]=1.[CH3:1][S:2]([OH:5])(=[O:4])=[O:3]. (9) Given the reactants [C:1]([O:5][C:6]([NH:8][C:9]1[CH:10]=[C:11]([CH:15]=[C:16]([S:18]([CH3:21])(=[O:20])=[O:19])[CH:17]=1)[C:12]([OH:14])=O)=[O:7])([CH3:4])([CH3:3])[CH3:2].C(N1C=CN=C1)(N1C=CN=C1)=O.C(N(CC)CC)C.[CH3:41][NH:42][O:43][CH3:44], predict the reaction product. The product is: [C:1]([O:5][C:6](=[O:7])[NH:8][C:9]1[CH:10]=[C:11]([C:12](=[O:14])[N:42]([O:43][CH3:44])[CH3:41])[CH:15]=[C:16]([S:18]([CH3:21])(=[O:20])=[O:19])[CH:17]=1)([CH3:2])([CH3:3])[CH3:4]. (10) Given the reactants C([SiH]([CH2:6][CH3:7])CC)C.FC(F)(F)C(O)=O.C([S:34][C@H:35]1[CH2:38][C@H:37]([N:39]2C[CH2:43][CH2:42][CH2:41][CH2:40]2)[CH2:36]1)(C1C=CC=CC=1)(C1C=CC=CC=1)C1C=CC=CC=1, predict the reaction product. The product is: [CH2:40]([N:39]([CH2:6][CH3:7])[C@H:37]1[CH2:38][C@H:35]([SH:34])[CH2:36]1)[CH2:41][CH2:42][CH3:43].